From a dataset of Reaction yield outcomes from USPTO patents with 853,638 reactions. Predict the reaction yield, written as a fraction of the theoretical maximum amount of product (1.0 means a 100% yield; for example, 0.34 means a 34% yield). (1) The reactants are [CH:1]1([NH:7][S:8](Cl)(=[O:10])=[O:9])[CH2:6][CH2:5][CH2:4][CH2:3][CH2:2]1.[CH2:12]([NH2:28])[CH2:13][CH2:14][CH2:15][CH2:16][CH2:17][CH2:18][CH2:19][CH2:20][CH2:21][CH2:22][CH2:23][CH2:24][CH2:25][CH2:26][CH3:27].C(N(CC)CC)C.C([O-])([O-])=O.[Na+].[Na+]. The catalyst is ClCCl. The product is [CH:1]1([NH:7][S:8]([NH:28][CH2:12][CH2:13][CH2:14][CH2:15][CH2:16][CH2:17][CH2:18][CH2:19][CH2:20][CH2:21][CH2:22][CH2:23][CH2:24][CH2:25][CH2:26][CH3:27])(=[O:10])=[O:9])[CH2:6][CH2:5][CH2:4][CH2:3][CH2:2]1. The yield is 0.790. (2) The reactants are [CH2:1]([N:8]1[N:12]=[N:11][C:10]([C:13]([CH3:20])([CH3:19])[C:14](OCC)=[O:15])=[N:9]1)[C:2]1[CH:7]=[CH:6][CH:5]=[CH:4][CH:3]=1.CC(C[AlH]CC(C)C)C.Cl.[NH4+].[Cl-]. The catalyst is ClCCl. The product is [CH2:1]([N:8]1[N:12]=[N:11][C:10]([C:13]([CH3:20])([CH3:19])[CH:14]=[O:15])=[N:9]1)[C:2]1[CH:3]=[CH:4][CH:5]=[CH:6][CH:7]=1. The yield is 0.670. (3) The reactants are C[O:2][C:3]1[C:4]([CH3:33])=[C:5]([C:24]([O:31]C)=[C:25]([O:29][CH3:30])[C:26]=1[O:27][CH3:28])[CH2:6][C:7]1[CH:8]=[CH:9][C:10]([O:16][CH2:17][C:18]2[CH:23]=[CH:22][N:21]=[CH:20][CH:19]=2)=[C:11]([CH:15]=1)[C:12]([OH:14])=[O:13].O=[N+]([O-])[O-].[O-][N+](=O)[O-].[O-][N+](=O)[O-].[O-][N+](=O)[O-].[O-][N+](=O)[O-].[O-][N+](=O)[O-].[Ce+4].[NH4+].[NH4+]. The catalyst is C(#N)C.O. The product is [CH3:28][O:27][C:26]1[C:3](=[O:2])[C:4]([CH3:33])=[C:5]([CH2:6][C:7]2[CH:8]=[CH:9][C:10]([O:16][CH2:17][C:18]3[CH:23]=[CH:22][N:21]=[CH:20][CH:19]=3)=[C:11]([CH:15]=2)[C:12]([OH:14])=[O:13])[C:24](=[O:31])[C:25]=1[O:29][CH3:30]. The yield is 0.930. (4) The reactants are [N+:1]([C:4]1[CH:5]=[CH:6][C:7]2[O:11][C:10](=S)[NH:9][C:8]=2[CH:13]=1)([O-:3])=[O:2].[NH:14]1[CH2:19][CH2:18][O:17][CH2:16][CH2:15]1.O. The catalyst is O1CCCC1. The product is [O:17]1[CH2:18][CH2:19][N:14]([C:10]2[O:11][C:7]3[CH:6]=[CH:5][C:4]([N+:1]([O-:3])=[O:2])=[CH:13][C:8]=3[N:9]=2)[CH2:15][CH2:16]1. The yield is 0.920. (5) The reactants are [C:1]([O:5][C:6]([N:8]1[CH2:13][CH2:12][C:11]([C:15]2[N:16]([CH3:41])[C:17]3[C:22]([N:23]=2)=[C:21]([N:24]2[CH2:29][CH2:28][O:27][CH2:26][CH2:25]2)[N:20]=[C:19]([N:30]2[C:34]4[CH:35]=[CH:36][CH:37]=[CH:38][C:33]=4[N:32]=[C:31]2[CH2:39][CH3:40])[N:18]=3)([OH:14])[CH2:10][CH2:9]1)=[O:7])([CH3:4])([CH3:3])[CH3:2].[H-].[Na+].I[CH3:45]. The catalyst is C1COCC1.C1OCCOCCOCCOCCOC1. The product is [C:1]([O:5][C:6]([N:8]1[CH2:9][CH2:10][C:11]([C:15]2[N:16]([CH3:41])[C:17]3[C:22]([N:23]=2)=[C:21]([N:24]2[CH2:25][CH2:26][O:27][CH2:28][CH2:29]2)[N:20]=[C:19]([N:30]2[C:34]4[CH:35]=[CH:36][CH:37]=[CH:38][C:33]=4[N:32]=[C:31]2[CH2:39][CH3:40])[N:18]=3)([O:14][CH3:45])[CH2:12][CH2:13]1)=[O:7])([CH3:4])([CH3:3])[CH3:2]. The yield is 0.690. (6) The reactants are [CH3:1][CH:2]([CH2:6][CH3:7])[C:3](O)=[O:4].C([N:13]1[CH2:18][CH2:17][CH:16]([NH:19][C:20]([NH:22][C:23]2[CH:28]=[CH:27][C:26]([C:29]([F:32])([F:31])[F:30])=[CH:25][CH:24]=2)=[O:21])[CH2:15][CH2:14]1)(=O)C(C)C. No catalyst specified. The product is [CH3:1][CH:2]([CH2:6][CH3:7])[C:3]([N:13]1[CH2:18][CH2:17][CH:16]([NH:19][C:20]([NH:22][C:23]2[CH:28]=[CH:27][C:26]([C:29]([F:30])([F:31])[F:32])=[CH:25][CH:24]=2)=[O:21])[CH2:15][CH2:14]1)=[O:4]. The yield is 0.880. (7) The reactants are CCN(C(C)C)C(C)C.[C:10]([O:14][C:15]([N:17]([CH2:29][C:30]([NH:32][NH2:33])=[O:31])[CH:18]1[CH2:21][N:20]([C:22]([O:24][C:25]([CH3:28])([CH3:27])[CH3:26])=[O:23])[CH2:19]1)=[O:16])([CH3:13])([CH3:12])[CH3:11].[CH2:34]([O:41][N:42]1[C:48](=[O:49])[N:47]2[CH2:50][C@H:43]1[CH2:44][CH2:45][CH:46]2[C:51](O)=[O:52])[C:35]1[CH:40]=[CH:39][CH:38]=[CH:37][CH:36]=1.CN(C(ON1N=NC2C=CC=NC1=2)=[N+](C)C)C.F[P-](F)(F)(F)(F)F. The catalyst is C(Cl)Cl. The product is [CH2:34]([O:41][N:42]1[C:48](=[O:49])[N:47]2[CH2:50][C@H:43]1[CH2:44][CH2:45][C@H:46]2[C:51]([NH:33][NH:32][C:30](=[O:31])[CH2:29][N:17]([C:15]([O:14][C:10]([CH3:11])([CH3:12])[CH3:13])=[O:16])[CH:18]1[CH2:21][N:20]([C:22]([O:24][C:25]([CH3:26])([CH3:27])[CH3:28])=[O:23])[CH2:19]1)=[O:52])[C:35]1[CH:36]=[CH:37][CH:38]=[CH:39][CH:40]=1. The yield is 0.860. (8) The reactants are [C@H:1]([N:5]1[C:13]2[CH:12]=[C:11](Cl)[N:10]=[CH:9][C:8]=2[C:7]([N:15]2[CH2:21][C:17]3([CH2:20][O:19][CH2:18]3)[CH2:16]2)=[N:6]1)([CH2:3][CH3:4])[CH3:2].[NH2:22][C:23]1[CH:28]=[CH:27][N:26]=[C:25]([N:29]2[CH2:34][CH2:33][C@:32]([CH3:36])([OH:35])[C@H:31]([F:37])[CH2:30]2)[N:24]=1. No catalyst specified. The product is [C@H:1]([N:5]1[C:13]2[CH:12]=[C:11]([NH:22][C:23]3[CH:28]=[CH:27][N:26]=[C:25]([N:29]4[CH2:34][CH2:33][C@:32]([CH3:36])([OH:35])[C@H:31]([F:37])[CH2:30]4)[N:24]=3)[N:10]=[CH:9][C:8]=2[C:7]([N:15]2[CH2:21][C:17]3([CH2:20][O:19][CH2:18]3)[CH2:16]2)=[N:6]1)([CH2:3][CH3:4])[CH3:2]. The yield is 0.160. (9) The reactants are [Br:1][C:2]1[C:3]([CH3:11])=[N+:4]([O-])[C:5]([O:8][CH3:9])=[CH:6][CH:7]=1.[C:12]([O:15]C(=O)C)(=[O:14])[CH3:13]. No catalyst specified. The product is [C:12]([O:15][CH2:11][C:3]1[C:2]([Br:1])=[CH:7][CH:6]=[C:5]([O:8][CH3:9])[N:4]=1)(=[O:14])[CH3:13]. The yield is 0.610.